The task is: Predict the reaction yield, written as a fraction of the theoretical maximum amount of product (1.0 means a 100% yield; for example, 0.34 means a 34% yield).. This data is from Reaction yield outcomes from USPTO patents with 853,638 reactions. The product is [C:1]([O:4][CH2:5][CH2:6][C:7]1[C:8]([F:28])=[C:9]([NH:16][C:17](=[O:27])[C:18]([F:25])([F:26])[C:19]2[CH:20]=[CH:21][CH:22]=[CH:23][CH:24]=2)[CH:10]=[CH:11][C:12]=1[NH2:13])(=[O:3])[CH3:2]. The reactants are [C:1]([O:4][CH2:5][CH2:6][C:7]1[C:12]([N+:13]([O-])=O)=[CH:11][CH:10]=[C:9]([NH:16][C:17](=[O:27])[C:18]([F:26])([F:25])[C:19]2[CH:24]=[CH:23][CH:22]=[CH:21][CH:20]=2)[C:8]=1[F:28])(=[O:3])[CH3:2]. The yield is 0.920. The catalyst is [Pd].C(O)C.